Dataset: Catalyst prediction with 721,799 reactions and 888 catalyst types from USPTO. Task: Predict which catalyst facilitates the given reaction. (1) Reactant: [F:1][C:2]1[CH:31]=[CH:30][C:5]([CH2:6][N:7]2[C:11]3=[CH:12][N:13]=[C:14]([C:16](OC)=[O:17])[CH:15]=[C:10]3[C:9]([CH2:20][N:21]3[CH2:25][CH2:24][CH:23]([S:26]([CH3:29])(=[O:28])=[O:27])[CH2:22]3)=[CH:8]2)=[CH:4][CH:3]=1.[OH-:32].[Na+].[NH2:34]O. Product: [F:1][C:2]1[CH:3]=[CH:4][C:5]([CH2:6][N:7]2[C:11]3=[CH:12][N:13]=[C:14]([C:16]([NH:34][OH:32])=[O:17])[CH:15]=[C:10]3[C:9]([CH2:20][N:21]3[CH2:25][CH2:24][CH:23]([S:26]([CH3:29])(=[O:27])=[O:28])[CH2:22]3)=[CH:8]2)=[CH:30][CH:31]=1. The catalyst class is: 5. (2) Reactant: Br[C:2]1[CH:10]=[CH:9][C:5]2[CH:6]=[N:7][S:8][C:4]=2[CH:3]=1.C([O-])(=O)C.[K+].[B:16]1([B:16]2[O:20][C:19]([CH3:22])([CH3:21])[C:18]([CH3:24])([CH3:23])[O:17]2)[O:20][C:19]([CH3:22])([CH3:21])[C:18]([CH3:24])([CH3:23])[O:17]1.C1(P(C2CCCCC2)C2CCCCC2)CCCCC1. Product: [CH3:23][C:18]1([CH3:24])[C:19]([CH3:22])([CH3:21])[O:20][B:16]([C:2]2[CH:10]=[CH:9][C:5]3[CH:6]=[N:7][S:8][C:4]=3[CH:3]=2)[O:17]1. The catalyst class is: 102. (3) Reactant: [CH3:1][CH:2]1[CH2:7][CH:6]([CH3:8])[CH2:5][N:4]([S:9]([C:12]2[CH:25]=[CH:24][C:23]3[N:22]([CH3:26])[C:21]4[C:16](=[CH:17][C:18]([S:27]([N:30]5[CH2:35][CH:34]([CH3:36])[CH2:33][CH:32]([CH3:37])[CH2:31]5)(=[O:29])=[O:28])=[CH:19][CH:20]=4)[C:15](=O)[C:14]=3[CH:13]=2)(=[O:11])=[O:10])[CH2:3]1.COC1C=CC(P2(SP(C3C=CC(OC)=CC=3)(=S)S2)=[S:48])=CC=1. Product: [CH3:1][CH:2]1[CH2:7][CH:6]([CH3:8])[CH2:5][N:4]([S:9]([C:12]2[CH:25]=[CH:24][C:23]3[N:22]([CH3:26])[C:21]4[C:16](=[CH:17][C:18]([S:27]([N:30]5[CH2:35][CH:34]([CH3:36])[CH2:33][CH:32]([CH3:37])[CH2:31]5)(=[O:29])=[O:28])=[CH:19][CH:20]=4)[C:15](=[S:48])[C:14]=3[CH:13]=2)(=[O:11])=[O:10])[CH2:3]1. The catalyst class is: 11. (4) Reactant: [NH:1]1[CH2:6][CH2:5][NH:4][CH2:3][CH2:2]1.CCN(C(C)C)C(C)C.Cl[C:17]1[C:22]([C:23]([O:25][CH:26]([CH3:28])[CH3:27])=[O:24])=[CH:21][CH:20]=[CH:19][N:18]=1. Product: [N:1]1([C:17]2[C:22]([C:23]([O:25][CH:26]([CH3:28])[CH3:27])=[O:24])=[CH:21][CH:20]=[CH:19][N:18]=2)[CH2:6][CH2:5][NH:4][CH2:3][CH2:2]1. The catalyst class is: 3. (5) Reactant: C(OC([N:8]1[CH2:12][C@@H:11]([O:13][C:14]2[CH:23]=[CH:22][C:21]3[C:16](=[CH:17][CH:18]=[CH:19][CH:20]=3)[CH:15]=2)[CH2:10][C@H:9]1[CH2:24][O:25][C:26]1[CH:35]=[CH:34][C:29]([C:30]([O:32][CH3:33])=[O:31])=[CH:28][CH:27]=1)=O)(C)(C)C.C(O)(C(F)(F)F)=O. Product: [CH:15]1[C:16]2[C:21](=[CH:20][CH:19]=[CH:18][CH:17]=2)[CH:22]=[CH:23][C:14]=1[O:13][C@@H:11]1[CH2:12][NH:8][C@H:9]([CH2:24][O:25][C:26]2[CH:35]=[CH:34][C:29]([C:30]([O:32][CH3:33])=[O:31])=[CH:28][CH:27]=2)[CH2:10]1. The catalyst class is: 2. (6) Reactant: [OH:1][C:2]1[CH:7]=[C:6]([Cl:8])[N:5]=[N:4][C:3]=1Cl.[CH:10]1([C:13]2[CH:18]=[CH:17][CH:16]=[C:15]([CH3:19])[C:14]=2[OH:20])[CH2:12][CH2:11]1.C(N(CCC)C1C=CC=CC=1)CC.[OH-].[K+].Cl. Product: [Cl:8][C:6]1[N:5]=[N:4][C:3]([O:20][C:14]2[C:15]([CH3:19])=[CH:16][CH:17]=[CH:18][C:13]=2[CH:10]2[CH2:11][CH2:12]2)=[C:2]([OH:1])[CH:7]=1. The catalyst class is: 5.